Dataset: Reaction yield outcomes from USPTO patents with 853,638 reactions. Task: Predict the reaction yield, written as a fraction of the theoretical maximum amount of product (1.0 means a 100% yield; for example, 0.34 means a 34% yield). (1) The reactants are [Cl:1][C:2]1[C:7]2[N:8]([CH3:12])[C:9](=[O:11])[O:10][C:6]=2[CH:5]=[C:4]([Sn](C)(C)C)[CH:3]=1.[C:17]([C@H:20]1[CH2:22][C@@H:21]1[C:23]([O:25][CH3:26])=[O:24])(Cl)=[O:18]. The catalyst is C1(C)C=CC=CC=1.Cl[Pd](Cl)([P](C1C=CC=CC=1)(C1C=CC=CC=1)C1C=CC=CC=1)[P](C1C=CC=CC=1)(C1C=CC=CC=1)C1C=CC=CC=1. The product is [Cl:1][C:2]1[C:7]2[N:8]([CH3:12])[C:9](=[O:11])[O:10][C:6]=2[CH:5]=[C:4]([C:17]([C@H:20]2[CH2:22][C@@H:21]2[C:23]([O:25][CH3:26])=[O:24])=[O:18])[CH:3]=1. The yield is 0.590. (2) The reactants are C[Si]([C:5]#[N:6])(C)C.[C:7]([C:11]1[CH:16]=[CH:15][N+:14]([O-])=[CH:13][CH:12]=1)([CH3:10])([CH3:9])[CH3:8].CN(C)C(Cl)=O.C([O-])([O-])=O.[K+].[K+]. The catalyst is ClCCl. The product is [C:5]([C:15]1[CH:16]=[C:11]([C:7]([CH3:10])([CH3:9])[CH3:8])[CH:12]=[CH:13][N:14]=1)#[N:6]. The yield is 1.00.